Task: Predict which catalyst facilitates the given reaction.. Dataset: Catalyst prediction with 721,799 reactions and 888 catalyst types from USPTO (1) Reactant: [F:1][C:2]1[CH:7]=[CH:6][C:5]([C:8]2[C:9]([C:24]3[CH:29]=[CH:28][N:27]=[CH:26][CH:25]=3)=[C:10]3[CH2:15][N:14](CC4C=CC=CC=4)[CH2:13][CH2:12][N:11]3[CH:23]=2)=[CH:4][CH:3]=1.Cl. Product: [F:1][C:2]1[CH:3]=[CH:4][C:5]([C:8]2[C:9]([C:24]3[CH:29]=[CH:28][N:27]=[CH:26][CH:25]=3)=[C:10]3[CH2:15][NH:14][CH2:13][CH2:12][N:11]3[CH:23]=2)=[CH:6][CH:7]=1. The catalyst class is: 293. (2) Reactant: [C:1]([C:3]1[CH:8]=[CH:7][C:6]([C@@H:9]2[C:14]([C:15]#[N:16])=[C:13]([CH3:17])[N:12]([C:18]3[CH:23]=[CH:22][CH:21]=[C:20]([C:24]([F:27])([F:26])[F:25])[CH:19]=3)[C:11](=[O:28])[NH:10]2)=[C:5]([S:29]([CH3:31])=[O:30])[CH:4]=1)#[N:2].[C:32](C1C=CC([C@@H]2C(C#N)=C(C)N(C3C=CC=C(C(F)(F)F)C=3)C(=O)N2)=C([S@](C)=O)C=1)#N.C[Si](C)(C)[N-][Si](C)(C)C.[Li+].IC. Product: [C:1]([C:3]1[CH:8]=[CH:7][C:6]([C@@H:9]2[C:14]([C:15]#[N:16])=[C:13]([CH3:17])[N:12]([C:18]3[CH:23]=[CH:22][CH:21]=[C:20]([C:24]([F:27])([F:26])[F:25])[CH:19]=3)[C:11](=[O:28])[N:10]2[CH3:32])=[C:5]([S@:29]([CH3:31])=[O:30])[CH:4]=1)#[N:2]. The catalyst class is: 1. (3) Reactant: [CH:1]([Mg]Cl)([CH3:3])[CH3:2].[C:6]([O:10][C:11](=[O:21])[NH:12][CH:13]1[CH2:18][CH2:17][CH:16]([CH:19]=[O:20])[CH2:15][CH2:14]1)([CH3:9])([CH3:8])[CH3:7]. Product: [C:6]([O:10][C:11](=[O:21])[NH:12][C@H:13]1[CH2:14][CH2:15][C@H:16]([CH:19]([C:11]2[O:10][C:1]3[CH:3]=[CH:8][CH:6]=[CH:7][C:2]=3[N:12]=2)[OH:20])[CH2:17][CH2:18]1)([CH3:9])([CH3:7])[CH3:8]. The catalyst class is: 1. (4) The catalyst class is: 50. Reactant: [C:1]([C:5]1[CH:10]=[CH:9][C:8]([N+:11]([O-])=O)=[CH:7][C:6]=1[OH:14])([CH3:4])([CH3:3])[CH3:2].C([O-])=O.[NH4+]. Product: [C:1]([C:5]1[CH:10]=[CH:9][C:8]([NH2:11])=[CH:7][C:6]=1[OH:14])([CH3:4])([CH3:2])[CH3:3]. (5) Reactant: [C:1]1(C)[CH:6]=[CH:5][C:4]([O:7][CH2:8][C:9]([Cl:11])=[O:10])=[CH:3][CH:2]=1.[C:13]1(C)C=CC=C(OCC(O)=O)C=1.O=S(Cl)Cl. Product: [C:2]1([CH3:13])[CH:1]=[CH:6][CH:5]=[C:4]([O:7][CH2:8][C:9]([Cl:11])=[O:10])[CH:3]=1. The catalyst class is: 48. (6) Reactant: C(OC([N:8]1[CH2:13][CH2:12][CH:11]([N:14]2[CH:18]=[C:17]([C:19]3[CH:20]=[N:21][C:22]([NH2:37])=[C:23]([C:25]4[N:26]=[CH:27][C:28]5[C:33]([CH:34]=4)=[CH:32][CH:31]=[C:30]([O:35]C)[CH:29]=5)[CH:24]=3)[CH:16]=[N:15]2)[CH2:10][CH2:9]1)=O)(C)(C)C.B(Br)(Br)Br.C([O-])([O-])=O.[Na+].[Na+]. The catalyst class is: 2. Product: [NH2:37][C:22]1[C:23]([C:25]2[N:26]=[CH:27][C:28]3[C:33]([CH:34]=2)=[CH:32][CH:31]=[C:30]([OH:35])[CH:29]=3)=[CH:24][C:19]([C:17]2[CH:16]=[N:15][N:14]([CH:11]3[CH2:12][CH2:13][NH:8][CH2:9][CH2:10]3)[CH:18]=2)=[CH:20][N:21]=1.